Dataset: Experimentally validated miRNA-target interactions with 360,000+ pairs, plus equal number of negative samples. Task: Binary Classification. Given a miRNA mature sequence and a target amino acid sequence, predict their likelihood of interaction. (1) The miRNA is hsa-miR-4423-5p with sequence AGUUGCCUUUUUGUUCCCAUGC. The protein sequence of the target gene is MDNSTGTGEGCHVDSRVDHLFPPSLYIFVIGVGLPTNCLALWAAYRQVRQHNELGVYLMNLSIADLLYICTLPLWVDYFLHHDNWIHGPGSCKLFGFIFYSNIYISIAFLCCISVDRYLAVAHPLRFARLRRVKTAVAVSSVVWATELGANSAPLFHDELFRDRYNHTFCFEKFPMERWVAWMNLYRVFVGFLFPWALMLLCYRGILRAVQSSVSTERQEKVKIKRLALSLIAIVLVCFAPYHALLLSRSAVYLGRPWDCGFEERVFSAYHSSLAFTSLNCVADPILYCLVNEGARSDVA.... Result: 0 (no interaction). (2) The miRNA is mmu-miR-743b-5p with sequence UGUUCAGACUGGUGUCCAUCA. The protein sequence of the target gene is MSTPAVPQDLQLPPSQRAQSAFKEQRRQKLKEHLLRRKTLFAYKQENEMLSSSRDQRVVTSEDQVQEGTKVLKLKTKMADKENMKRPAESKNNTVVGKHCIPLKPSNELTNSTVVIDTHKPKDSNQTPHLLLTEDDPQSQHMTLSQAFHLKNNSKKKQMTTEKQKQDANMPKKPVLGSYRGQIVQSKINSFRKPLQVKDESSAATKKLSATIPKATKPQPVNTSSVTVKSNRSSNMTATTKFVSTTSQNTQLVRPPIRSHHSNTRDTVKQGISRTSANVTIRKGPHEKELLQSKTALSSV.... Result: 0 (no interaction). (3) The miRNA is hsa-miR-3976 with sequence UAUAGAGAGCAGGAAGAUUAAUGU. The protein sequence of the target gene is MAKSAEVKLAIFGRAGVGKSAIVVRFLTKRFIWEYDPTLESTYRHQATIDDEVVSMEILDTAGQEDTIQREGHMRWGEGFVLVYDITDRGSFEEVLPLKNILDEVKKPKNVTLILVGNKADLDHSRQVSTEEGEKLATELACAFYECSACTGEGNITEVFYELCREVRRRRMVQGKTRRRSSTTHVKQAINKMLTKISS. Result: 0 (no interaction). (4) The miRNA is hsa-miR-424-3p with sequence CAAAACGUGAGGCGCUGCUAU. The protein sequence of the target gene is MAEESSCTRDCMSFSVLNWDQVSRLHEVLTEVVPIHGRGNFPTLEITLKDIVQTVRSRLEEAGIKVHDVRLNGSAAGHVLVKDNGLGCKDLDLIFHVALPTEAEFQLVRDVVLCSLLNFLPEGVNKLKISPVTLKEAYVQKLVKVCTDTDRWSLISLSNKNGKNVELKFVDSIRRQFEFSVDSFQIILDSLLFFYDCSNNPISEHFHPTVIGESMYGDFEEAFDHLQNRLIATKNPEEIRGGGLLKYSNLLVRDFRPTDQEEIKTLERYMCSRFFIDFPDILEQQRKLETYLQNHFAEEE.... Result: 0 (no interaction).